This data is from Catalyst prediction with 721,799 reactions and 888 catalyst types from USPTO. The task is: Predict which catalyst facilitates the given reaction. The catalyst class is: 75. Reactant: Br[C:2]1[C:3]([N:23]([CH3:28])[S:24]([CH3:27])(=[O:26])=[O:25])=[CH:4][C:5]2[O:9][C:8]([C:10]3[N:14]([CH:15]([CH3:17])[CH3:16])[N:13]=[CH:12][CH:11]=3)=[C:7]([C:18]([NH:20][CH3:21])=[O:19])[C:6]=2[CH:22]=1.[B:29]1([B:29]2[O:33][C:32]([CH3:35])([CH3:34])[C:31]([CH3:37])([CH3:36])[O:30]2)[O:33][C:32]([CH3:35])([CH3:34])[C:31]([CH3:37])([CH3:36])[O:30]1.CC([O-])=O.[K+]. Product: [CH:15]([N:14]1[C:10]([C:8]2[O:9][C:5]3[CH:4]=[C:3]([N:23]([CH3:28])[S:24]([CH3:27])(=[O:26])=[O:25])[C:2]([B:29]4[O:33][C:32]([CH3:35])([CH3:34])[C:31]([CH3:37])([CH3:36])[O:30]4)=[CH:22][C:6]=3[C:7]=2[C:18]([NH:20][CH3:21])=[O:19])=[CH:11][CH:12]=[N:13]1)([CH3:17])[CH3:16].